From a dataset of Full USPTO retrosynthesis dataset with 1.9M reactions from patents (1976-2016). Predict the reactants needed to synthesize the given product. (1) Given the product [CH2:17]1[CH2:16][C:11]2([O:15][CH2:14][CH2:13][O:12]2)[CH2:10][C:9]2[N:3]3[CH:4]=[CH:5][CH:6]=[CH:7][C:2]3=[CH:1][C:18]1=2, predict the reactants needed to synthesize it. The reactants are: [CH3:1][C:2]1[CH:7]=[CH:6][CH:5]=[CH:4][N:3]=1.Cl[CH:9]1[C:18](=O)[CH2:17][CH2:16][C:11]2([O:15][CH2:14][CH2:13][O:12]2)[CH2:10]1. (2) Given the product [I:26][C:3]1[C:2]([OH:1])=[CH:11][CH:10]=[C:9]2[C:4]=1[CH:5]=[CH:6][C:7]([C:12]([OH:14])=[O:13])=[CH:8]2, predict the reactants needed to synthesize it. The reactants are: [OH:1][C:2]1[CH:3]=[C:4]2[C:9](=[CH:10][CH:11]=1)[CH:8]=[C:7]([C:12]([OH:14])=[O:13])[CH:6]=[CH:5]2.OC1C=CC(C(O)=O)=CC=1.[Na+].[I-:26].[OH-].[Na+].[O-]Cl.[Na+].S(S([O-])=O)([O-])(=O)=O.[Na+].[Na+].Cl. (3) Given the product [N:10]1[CH:11]=[CH:12][CH:13]=[CH:14][C:9]=1[C@@H:7]1[CH2:8][C@H:6]1[C:4]([OH:19])=[O:5], predict the reactants needed to synthesize it. The reactants are: CON(C)[C:4]([C@@H:6]1[CH2:8][C@H:7]1[C:9]1[CH:14]=[CH:13][CH:12]=[CH:11][N:10]=1)=[O:5].CC(C)([O-:19])C.O. (4) Given the product [Cl:14][CH2:11][C:9]1[CH:8]=[CH:7][C:5]2[O:6][C:2]([F:13])([F:1])[O:3][C:4]=2[CH:10]=1, predict the reactants needed to synthesize it. The reactants are: [F:1][C:2]1([F:13])[O:6][C:5]2[CH:7]=[CH:8][C:9]([CH2:11]O)=[CH:10][C:4]=2[O:3]1.[Cl:14]CCl.